Dataset: Reaction yield outcomes from USPTO patents with 853,638 reactions. Task: Predict the reaction yield, written as a fraction of the theoretical maximum amount of product (1.0 means a 100% yield; for example, 0.34 means a 34% yield). (1) The reactants are [CH3:1][O:2][C:3](=[O:15])[C:4]1[CH:9]=[CH:8][C:7]([NH:10][CH2:11][CH2:12][OH:13])=[C:6]([NH2:14])[CH:5]=1.[CH:16](O)=O. No catalyst specified. The product is [CH3:1][O:2][C:3]([C:4]1[CH:9]=[CH:8][C:7]2[N:10]([CH2:11][CH2:12][OH:13])[CH:16]=[N:14][C:6]=2[CH:5]=1)=[O:15]. The yield is 0.780. (2) The reactants are CCCCCC.C([Li])CCC.[CH2:12]([O:19][C:20]1[CH:25]=[CH:24][CH:23]=[CH:22][C:21]=1Br)[C:13]1[CH:18]=[CH:17][CH:16]=[CH:15][CH:14]=1.[CH:27]([C:30]1[CH:37]=[CH:36][C:33]([CH:34]=[O:35])=[CH:32][CH:31]=1)([CH3:29])[CH3:28].O. The catalyst is C1COCC1. The product is [CH2:12]([O:19][C:20]1[CH:25]=[CH:24][CH:23]=[CH:22][C:21]=1[CH:34]([C:33]1[CH:36]=[CH:37][C:30]([CH:27]([CH3:29])[CH3:28])=[CH:31][CH:32]=1)[OH:35])[C:13]1[CH:18]=[CH:17][CH:16]=[CH:15][CH:14]=1. The yield is 0.840.